This data is from Full USPTO retrosynthesis dataset with 1.9M reactions from patents (1976-2016). The task is: Predict the reactants needed to synthesize the given product. (1) The reactants are: [Cl:1][C:2]1[CH:28]=[CH:27][C:5]([CH2:6][N:7]2[C:15]3[C:10](=[CH:11][CH:12]=[CH:13][CH:14]=3)[CH:9]=[C:8]2[C:16]([N:18]2[CH2:23][CH2:22][CH:21]([C:24](O)=[O:25])[CH2:20][CH2:19]2)=[O:17])=[CH:4][CH:3]=1.CCN(C(C)C)C(C)C.C(Cl)CCl.C1C=CC2N(O)N=NC=2C=1.[C:52]1([CH:58]2[CH2:62][CH2:61][CH2:60][NH:59]2)[CH:57]=[CH:56][CH:55]=[CH:54][CH:53]=1. Given the product [Cl:1][C:2]1[CH:28]=[CH:27][C:5]([CH2:6][N:7]2[C:15]3[C:10](=[CH:11][CH:12]=[CH:13][CH:14]=3)[CH:9]=[C:8]2[C:16]([N:18]2[CH2:23][CH2:22][CH:21]([C:24]([N:59]3[CH2:60][CH2:61][CH2:62][CH:58]3[C:52]3[CH:57]=[CH:56][CH:55]=[CH:54][CH:53]=3)=[O:25])[CH2:20][CH2:19]2)=[O:17])=[CH:4][CH:3]=1, predict the reactants needed to synthesize it. (2) Given the product [O:1]1[CH2:5][CH2:4][O:3][CH:2]1[C:6]1[CH:7]=[C:8]([CH:11]=[CH:12][CH:13]=1)[C:9]([NH2:10])=[O:14], predict the reactants needed to synthesize it. The reactants are: [O:1]1[CH2:5][CH2:4][O:3][CH:2]1[C:6]1[CH:7]=[C:8]([CH:11]=[CH:12][CH:13]=1)[C:9]#[N:10].[OH-:14].[Na+]. (3) Given the product [CH2:35]([S:36]([N:1]1[CH2:2][CH2:3][CH:4]([N:7]2[C:12]3[C:13]4[CH:19]=[CH:18][N:17]([CH2:20][O:21][CH2:22][CH2:23][Si:24]([CH3:25])([CH3:27])[CH3:26])[C:14]=4[N:15]=[CH:16][C:11]=3[CH2:10][NH:9][C:8]2=[O:28])[CH2:5][CH2:6]1)(=[O:38])=[O:37])[C:29]1[CH:34]=[CH:33][CH:32]=[CH:31][CH:30]=1, predict the reactants needed to synthesize it. The reactants are: [NH:1]1[CH2:6][CH2:5][CH:4]([N:7]2[C:12]3[C:13]4[CH:19]=[CH:18][N:17]([CH2:20][O:21][CH2:22][CH2:23][Si:24]([CH3:27])([CH3:26])[CH3:25])[C:14]=4[N:15]=[CH:16][C:11]=3[CH2:10][NH:9][C:8]2=[O:28])[CH2:3][CH2:2]1.[C:29]1([CH2:35][S:36](Cl)(=[O:38])=[O:37])[CH:34]=[CH:33][CH:32]=[CH:31][CH:30]=1.C(N(CC)CC)C.O. (4) Given the product [CH3:33][N:28]([CH3:27])[CH2:29][CH2:30][CH2:31][NH:35][C:23]([C:22]1[C:16]2[N:15]=[C:14]([CH2:13][N:2]([CH3:1])[CH:3]3[C:12]4[N:11]=[CH:10][CH:9]=[CH:8][C:7]=4[CH2:6][CH2:5][CH2:4]3)[NH:18][C:17]=2[CH:19]=[CH:20][CH:21]=1)=[O:25], predict the reactants needed to synthesize it. The reactants are: [CH3:1][N:2]([CH2:13][C:14]1[NH:18][C:17]2[CH:19]=[CH:20][CH:21]=[C:22]([C:23]([O:25]C)=O)[C:16]=2[N:15]=1)[CH:3]1[C:12]2[N:11]=[CH:10][CH:9]=[CH:8][C:7]=2[CH2:6][CH2:5][CH2:4]1.[CH3:27][N:28]([CH3:33])[CH2:29][CH:30](N)[CH3:31].C[N:35](C)C=O. (5) Given the product [Br:17][CH2:13][C:3]#[C:4][C:5]1[S:9][C:8]([C:10]([O:12][CH3:18])=[O:11])=[CH:7][CH:6]=1, predict the reactants needed to synthesize it. The reactants are: OC[C:3]#[C:4][C:5]1[S:9][C:8]([C:10]([O-:12])=[O:11])=[CH:7][CH:6]=1.[C:13]([Br:17])(Br)(Br)Br.[C:18]1(P(C2C=CC=CC=2)C2C=CC=CC=2)C=CC=CC=1.